Task: Predict the reactants needed to synthesize the given product.. Dataset: Full USPTO retrosynthesis dataset with 1.9M reactions from patents (1976-2016) Given the product [F:2][C:3]1[CH:30]=[C:29]2[C:6]([CH:7]([CH2:31][C:32]([NH2:1])=[O:33])[CH2:8][C:9]32[CH2:10][CH2:11][N:12]([C:15](=[O:28])/[CH:16]=[CH:17]/[C:18]2[CH:23]=[CH:22][CH:21]=[CH:20][C:19]=2[C:24]([F:26])([F:25])[F:27])[CH2:13][CH2:14]3)=[CH:5][CH:4]=1, predict the reactants needed to synthesize it. The reactants are: [NH3:1].[F:2][C:3]1[CH:30]=[C:29]2[C:6]([CH:7]([CH2:31][C:32](O)=[O:33])[CH2:8][C:9]32[CH2:14][CH2:13][N:12]([C:15](=[O:28])/[CH:16]=[CH:17]/[C:18]2[CH:23]=[CH:22][CH:21]=[CH:20][C:19]=2[C:24]([F:27])([F:26])[F:25])[CH2:11][CH2:10]3)=[CH:5][CH:4]=1.